Task: Predict the reactants needed to synthesize the given product.. Dataset: Full USPTO retrosynthesis dataset with 1.9M reactions from patents (1976-2016) The reactants are: [Br:1][C:2]1[CH:3]=[CH:4][C:5]([Cl:11])=[C:6]([CH:10]=1)[C:7](O)=O.[F:12][C:13]1[CH:18]=[CH:17][CH:16]=[CH:15][C:14]=1[O:19][CH2:20][CH3:21]. Given the product [Br:1][C:2]1[CH:3]=[CH:4][C:5]([Cl:11])=[C:6]([CH2:7][C:17]2[CH:16]=[CH:15][C:14]([O:19][CH2:20][CH3:21])=[C:13]([F:12])[CH:18]=2)[CH:10]=1, predict the reactants needed to synthesize it.